From a dataset of Forward reaction prediction with 1.9M reactions from USPTO patents (1976-2016). Predict the product of the given reaction. Given the reactants Br[C:2]1[CH:10]=[CH:9][C:8]([C:11]([F:14])([F:13])[F:12])=[C:7]2[C:3]=1[CH:4]=[N:5][NH:6]2.C([O-])(=O)C.[K+].[B:20]1([B:20]2[O:24][C:23]([CH3:26])([CH3:25])[C:22]([CH3:28])([CH3:27])[O:21]2)[O:24][C:23]([CH3:26])([CH3:25])[C:22]([CH3:28])([CH3:27])[O:21]1, predict the reaction product. The product is: [CH3:27][C:22]1([CH3:28])[C:23]([CH3:26])([CH3:25])[O:24][B:20]([C:2]2[CH:10]=[CH:9][C:8]([C:11]([F:14])([F:13])[F:12])=[C:7]3[C:3]=2[CH:4]=[N:5][NH:6]3)[O:21]1.